This data is from Reaction yield outcomes from USPTO patents with 853,638 reactions. The task is: Predict the reaction yield, written as a fraction of the theoretical maximum amount of product (1.0 means a 100% yield; for example, 0.34 means a 34% yield). (1) The reactants are [C:1]1(=O)[CH2:4][CH2:3][CH2:2]1.C(O)(=O)C.[N:10]1([C:16]([O:18][C:19]([CH3:22])([CH3:21])[CH3:20])=[O:17])[CH2:15][CH2:14][NH:13][CH2:12][CH2:11]1.C([BH3-])#N.[Na+]. The catalyst is C1COCC1.O. The product is [CH:1]1([N:13]2[CH2:12][CH2:11][N:10]([C:16]([O:18][C:19]([CH3:22])([CH3:21])[CH3:20])=[O:17])[CH2:15][CH2:14]2)[CH2:4][CH2:3][CH2:2]1. The yield is 0.535. (2) The product is [O:1]=[S:2]1(=[O:50])[CH2:6][CH2:5][CH:4]([NH:7][CH2:8][CH2:9][NH:10][C@:11]23[CH2:46][CH2:45][C@@H:44]([C:47]([CH3:49])=[CH2:48])[C@@H:12]2[C@@H:13]2[C@@:26]([CH3:29])([CH2:27][CH2:28]3)[C@@:25]3([CH3:30])[C@@H:16]([C@:17]4([CH3:43])[C@@H:22]([CH2:23][CH2:24]3)[C:21]([CH3:32])([CH3:31])[C:20]([C:33]3[CH:34]=[CH:35][C:36]([C:37]([OH:39])=[O:38])=[CH:41][CH:42]=3)=[CH:19][CH2:18]4)[CH2:15][CH2:14]2)[CH2:3]1. The reactants are [O:1]=[S:2]1(=[O:50])[CH2:6][CH2:5][CH:4]([NH:7][CH2:8][CH2:9][NH:10][C@:11]23[CH2:46][CH2:45][C@@H:44]([C:47]([CH3:49])=[CH2:48])[C@@H:12]2[C@@H:13]2[C@@:26]([CH3:29])([CH2:27][CH2:28]3)[C@@:25]3([CH3:30])[C@@H:16]([C@:17]4([CH3:43])[C@@H:22]([CH2:23][CH2:24]3)[C:21]([CH3:32])([CH3:31])[C:20]([C:33]3[CH:42]=[CH:41][C:36]([C:37]([O:39]C)=[O:38])=[CH:35][CH:34]=3)=[CH:19][CH2:18]4)[CH2:15][CH2:14]2)[CH2:3]1.[OH-].[Na+]. The catalyst is O1CCOCC1. The yield is 0.630.